From a dataset of Peptide-MHC class I binding affinity with 185,985 pairs from IEDB/IMGT. Regression. Given a peptide amino acid sequence and an MHC pseudo amino acid sequence, predict their binding affinity value. This is MHC class I binding data. (1) The peptide sequence is VITEQQSSI. The MHC is H-2-Db with pseudo-sequence H-2-Db. The binding affinity (normalized) is 0.0641. (2) The peptide sequence is TWIDIEGRF. The MHC is HLA-B07:02 with pseudo-sequence HLA-B07:02. The binding affinity (normalized) is 0.